Dataset: Catalyst prediction with 721,799 reactions and 888 catalyst types from USPTO. Task: Predict which catalyst facilitates the given reaction. (1) Reactant: [CH3:1][C:2]([C:4]1[CH:9]=[C:8]([C:10]([F:13])([F:12])[F:11])[CH:7]=[C:6]([C:14]([F:17])([F:16])[F:15])[CH:5]=1)=[O:3].[Br:18]Br. Product: [F:17][C:14]([F:15])([F:16])[C:6]1[CH:5]=[C:4]([C:2](=[O:3])[CH2:1][Br:18])[CH:9]=[C:8]([C:10]([F:11])([F:12])[F:13])[CH:7]=1. The catalyst class is: 15. (2) Product: [NH:21]1[C:29]2[C:24](=[CH:25][CH:26]=[CH:27][CH:28]=2)[C:23](/[CH:30]=[CH:1]/[C:3]2[CH:14]=[CH:13][C:6]([O:7][CH2:8][C:9]([O:11][CH3:12])=[O:10])=[C:5]([O:15][CH3:16])[C:4]=2[N+:17]([O-:19])=[O:18])=[N:22]1. The catalyst class is: 645. Reactant: [CH:1]([C:3]1[CH:14]=[CH:13][C:6]([O:7][CH2:8][C:9]([O:11][CH3:12])=[O:10])=[C:5]([O:15][CH3:16])[C:4]=1[N+:17]([O-:19])=[O:18])=O.[Br-].[NH:21]1[C:29]2[C:24](=[CH:25][CH:26]=[CH:27][CH:28]=2)[C:23]([CH2:30][P+](C2C=CC=CC=2)(C2C=CC=CC=2)C2C=CC=CC=2)=[N:22]1.C(=O)([O-])[O-].[K+].[K+].O. (3) Reactant: F[C:2]1[CH:10]=[CH:9][C:5]([C:6]([OH:8])=[O:7])=[CH:4][C:3]=1[C:11]([F:14])([F:13])[F:12].O.[NH2:16][NH2:17].C(O)(=O)C. Product: [NH:16]([C:2]1[CH:10]=[CH:9][C:5]([C:6]([OH:8])=[O:7])=[CH:4][C:3]=1[C:11]([F:14])([F:13])[F:12])[NH2:17]. The catalyst class is: 16. (4) The catalyst class is: 1. Product: [F:1][C:2]([CH3:29])([CH3:28])[CH2:3][N:5]1[CH2:10][CH2:9][CH:8]([CH:11]([C:13]2[N:17]3[N:18]=[CH:19][CH:20]=[CH:21][C:16]3=[C:15]([C:22]([O:24][CH2:25][CH3:26])=[O:23])[C:14]=2[CH3:27])[CH3:12])[CH2:7][CH2:6]1. Reactant: [F:1][C:2]([CH3:29])([CH3:28])[C:3]([N:5]1[CH2:10][CH2:9][CH:8]([CH:11]([C:13]2[N:17]3[N:18]=[CH:19][CH:20]=[CH:21][C:16]3=[C:15]([C:22]([O:24][CH2:25][CH3:26])=[O:23])[C:14]=2[CH3:27])[CH3:12])[CH2:7][CH2:6]1)=O.B. (5) Reactant: [CH2:1]([O:8][C:9]1[C:10]([N:20]2[S:24](=[O:26])(=[O:25])[NH:23][C:22](=[O:27])[CH2:21]2)=[CH:11][C:12]2[C:17]([CH:18]=1)=[CH:16][CH:15]=[C:14](Br)[CH:13]=2)[C:2]1[CH:7]=[CH:6][CH:5]=[CH:4][CH:3]=1.[CH2:28](OB(C=C)OCCCC)[CH2:29]CC.C([O-])([O-])=O.[Na+].[Na+]. Product: [CH2:1]([O:8][C:9]1[C:10]([N:20]2[S:24](=[O:26])(=[O:25])[NH:23][C:22](=[O:27])[CH2:21]2)=[CH:11][C:12]2[C:17]([CH:18]=1)=[CH:16][CH:15]=[C:14]([CH:28]=[CH2:29])[CH:13]=2)[C:2]1[CH:7]=[CH:6][CH:5]=[CH:4][CH:3]=1. The catalyst class is: 57.